The task is: Predict which catalyst facilitates the given reaction.. This data is from Catalyst prediction with 721,799 reactions and 888 catalyst types from USPTO. (1) Reactant: [CH3:1][C:2]([CH:4]1[CH2:9][CH2:8][CH2:7][CH2:6][CH2:5]1)=[O:3].[H-].[Na+].[C:12](OCC)(=[O:18])[C:13]([O:15][CH2:16][CH3:17])=[O:14].CCOCC. Product: [CH:4]1([C:2](=[O:3])/[CH:1]=[C:12](\[OH:18])/[C:13]([O:15][CH2:16][CH3:17])=[O:14])[CH2:9][CH2:8][CH2:7][CH2:6][CH2:5]1. The catalyst class is: 3. (2) The catalyst class is: 3. Product: [N:1]1([CH2:17][C:18]([N:20]2[CH2:21][CH2:22][N:23]([C:26]3[CH:31]=[CH:30][C:29]([Cl:32])=[CH:28][CH:27]=3)[CH2:24][CH2:25]2)=[O:19])[C:5]2[CH:6]=[CH:7][CH:8]=[CH:9][C:4]=2[N:3]=[CH:2]1. Reactant: [N:1]1[C:5]2[CH:6]=[CH:7][CH:8]=[CH:9][C:4]=2[NH:3][CH:2]=1.C(=O)([O-])[O-].[K+].[K+].Cl[CH2:17][C:18]([N:20]1[CH2:25][CH2:24][N:23]([C:26]2[CH:31]=[CH:30][C:29]([Cl:32])=[CH:28][CH:27]=2)[CH2:22][CH2:21]1)=[O:19]. (3) The catalyst class is: 35. Product: [N:39]([CH2:2][C:3]1([NH:6][C:7](=[O:13])[O:8][C:9]([CH3:12])([CH3:11])[CH3:10])[CH2:5][CH2:4]1)=[N+:40]=[N-:41]. Reactant: O[CH2:2][C:3]1([NH:6][C:7](=[O:13])[O:8][C:9]([CH3:12])([CH3:11])[CH3:10])[CH2:5][CH2:4]1.N12CCCN=C1CCCCC2.C1(P([N:39]=[N+:40]=[N-:41])(C2C=CC=CC=2)=O)C=CC=CC=1. (4) Reactant: [Cl-].[NH4+].[N-:3]=[N+:4]=[N-:5].[Na+].[Cl:7][C:8]1[CH:9]=[CH:10][C:11]([O:23][CH2:24][C:25]2[CH:30]=[CH:29][CH:28]=[CH:27][CH:26]=2)=[C:12]([CH2:14][N:15]2[C:19]([CH3:20])=[CH:18][C:17]([C:21]#[N:22])=[N:16]2)[CH:13]=1. Product: [Cl:7][C:8]1[CH:9]=[CH:10][C:11]([O:23][CH2:24][C:25]2[CH:26]=[CH:27][CH:28]=[CH:29][CH:30]=2)=[C:12]([CH2:14][N:15]2[C:19]([CH3:20])=[CH:18][C:17]([C:21]3[NH:22][N:5]=[N:4][N:3]=3)=[N:16]2)[CH:13]=1. The catalyst class is: 288. (5) Reactant: [F:1][CH:2]1[CH2:6][CH2:5][CH:4]([C:7]([O:9]CC2C=CC=CC=2)=[O:8])[CH2:3]1. Product: [F:1][CH:2]1[CH2:6][CH2:5][CH:4]([C:7]([OH:9])=[O:8])[CH2:3]1. The catalyst class is: 19. (6) The catalyst class is: 4. Product: [CH3:32][S:29]([N:26]1[CH2:25][CH:24]=[C:23]([C:20]2[CH:21]=[CH:22][C:17]([O:16][CH:14]([CH:11]3[CH2:10][CH2:9][NH:8][CH2:13][CH2:12]3)[CH3:15])=[CH:18][CH:19]=2)[CH2:28][CH2:27]1)(=[O:30])=[O:31]. Reactant: C(OC([N:8]1[CH2:13][CH2:12][CH:11]([CH:14]([O:16][C:17]2[CH:22]=[CH:21][C:20]([C:23]3[CH2:24][CH2:25][N:26]([S:29]([CH3:32])(=[O:31])=[O:30])[CH2:27][CH:28]=3)=[CH:19][CH:18]=2)[CH3:15])[CH2:10][CH2:9]1)=O)(C)(C)C.FC(F)(F)C(O)=O. (7) Reactant: [CH3:1][N:2]1[C:7](=[O:8])[C:6]([CH3:9])=[CH:5][C:4]([C:10](O)=O)=[CH:3]1.C(OC(=O)[NH:19][C:20]1[CH:25]=[CH:24][C:23]([NH2:26])=[C:22]([NH:27][CH2:28][C:29]2[CH:34]=[CH:33][CH:32]=[CH:31][CH:30]=2)[CH:21]=1)(C)(C)C.CCN(C(C)C)C(C)C.CN(C(ON1N=NC2C=CC=NC1=2)=[N+](C)C)C.F[P-](F)(F)(F)(F)F. Product: [NH2:19][C:20]1[CH:25]=[CH:24][C:23]2[N:26]=[C:10]([C:4]3[CH:5]=[C:6]([CH3:9])[C:7](=[O:8])[N:2]([CH3:1])[CH:3]=3)[N:27]([CH2:28][C:29]3[CH:34]=[CH:33][CH:32]=[CH:31][CH:30]=3)[C:22]=2[CH:21]=1. The catalyst class is: 20.